The task is: Predict the product of the given reaction.. This data is from Forward reaction prediction with 1.9M reactions from USPTO patents (1976-2016). Given the reactants [Cl:1][C:2]1[CH:3]=[C:4]([C:9](=[O:14])[C:10]([F:13])([F:12])[F:11])[CH:5]=[C:6]([Cl:8])[CH:7]=1.[CH3:15][N+:16]([O-:18])=[O:17].N1CCCCC1.Cl, predict the reaction product. The product is: [Cl:1][C:2]1[CH:3]=[C:4]([C:9]([OH:14])([CH2:15][N+:16]([O-:18])=[O:17])[C:10]([F:11])([F:12])[F:13])[CH:5]=[C:6]([Cl:8])[CH:7]=1.